Dataset: Forward reaction prediction with 1.9M reactions from USPTO patents (1976-2016). Task: Predict the product of the given reaction. (1) The product is: [CH2:79]([N:42]([CH2:38][CH2:39][CH2:40][CH3:41])[C:43]([C:45]1[N:46]=[C:47]([C:59]2[CH:68]=[CH:67][C:62]([C:63]([O:65][CH3:66])=[O:64])=[CH:61][C:60]=2[C:69]([OH:71])=[O:70])[N:48]([CH2:50][CH2:51][N:52]2[CH2:53][CH2:54][N:55]([CH3:58])[CH2:56][CH2:57]2)[CH:49]=1)=[O:44])[CH2:80][CH2:81][CH3:82]. Given the reactants C(N(CCCC)C(C1N=C(C2C=CC(C(OC)=O)=CC=2C(O)=O)N(CCC2C=CC=CC=2)C=1)=O)CCC.[CH2:38]([N:42]([CH2:79][CH2:80][CH2:81][CH3:82])[C:43]([C:45]1[N:46]=[C:47]([C:59]2[CH:68]=[CH:67][C:62]([C:63]([O:65][CH3:66])=[O:64])=[CH:61][C:60]=2[C:69]([O:71]CC2C=CC=CC=2)=[O:70])[N:48]([CH2:50][CH2:51][N:52]2[CH2:57][CH2:56][N:55]([CH3:58])[CH2:54][CH2:53]2)[CH:49]=1)=[O:44])[CH2:39][CH2:40][CH3:41], predict the reaction product. (2) Given the reactants [CH3:1][O:2][C:3]1[CH:4]=[C:5]([C:31]([N:33]2[CH2:36][CH:35]([O:37][CH3:38])[CH2:34]2)=[O:32])[CH:6]=[CH:7][C:8]=1[NH:9][C:10]1[N:11]=[CH:12][C:13]2[C:18]([CH:19]=1)=[C:17]([C:20]1[CH:21]=[N:22][N:23]([CH:25]3[CH2:30][CH2:29][NH:28][CH2:27][CH2:26]3)[CH:24]=1)[CH:16]=[CH:15][CH:14]=2.[C:39](O)(=O)C.C=O.C(O[BH-](OC(=O)C)OC(=O)C)(=O)C.[Na+], predict the reaction product. The product is: [CH3:1][O:2][C:3]1[CH:4]=[C:5]([C:31]([N:33]2[CH2:34][CH:35]([O:37][CH3:38])[CH2:36]2)=[O:32])[CH:6]=[CH:7][C:8]=1[NH:9][C:10]1[N:11]=[CH:12][C:13]2[C:18]([CH:19]=1)=[C:17]([C:20]1[CH:21]=[N:22][N:23]([CH:25]3[CH2:26][CH2:27][N:28]([CH3:39])[CH2:29][CH2:30]3)[CH:24]=1)[CH:16]=[CH:15][CH:14]=2. (3) Given the reactants Cl[C:2]1[N:7]=[C:6]([C:8]2[CH:13]=[CH:12][C:11]([F:14])=[CH:10][C:9]=2[O:15][CH3:16])[C:5]([F:17])=[CH:4][N:3]=1.[CH2:18]([S:20][CH2:21][C:22]1[CH:23]=[C:24]([CH:26]=[CH:27][CH:28]=1)[NH2:25])[CH3:19].C1(P(C2CCCCC2)C2C=CC=CC=2C2C(C(C)C)=CC(C(C)C)=CC=2C(C)C)CCCCC1.P([O-])([O-])([O-])=O.[K+].[K+].[K+], predict the reaction product. The product is: [CH2:18]([S:20][CH2:21][C:22]1[CH:23]=[C:24]([NH:25][C:2]2[N:7]=[C:6]([C:8]3[CH:13]=[CH:12][C:11]([F:14])=[CH:10][C:9]=3[O:15][CH3:16])[C:5]([F:17])=[CH:4][N:3]=2)[CH:26]=[CH:27][CH:28]=1)[CH3:19]. (4) Given the reactants Br[C:2]1[C:3]([C:15]2[CH:20]=[CH:19][C:18]([C:21]([F:24])([F:23])[F:22])=[CH:17][CH:16]=2)=[N:4][N:5]2[CH:10]=[C:9]([C:11]([F:14])([F:13])[F:12])[CH:8]=[CH:7][C:6]=12.[CH3:25][S:26][C:27]1[N:32]=[C:31]([Sn](CCCC)(CCCC)CCCC)[CH:30]=[CH:29][N:28]=1, predict the reaction product. The product is: [F:14][C:11]([F:12])([F:13])[C:9]1[CH:8]=[CH:7][C:6]2[N:5]([N:4]=[C:3]([C:15]3[CH:16]=[CH:17][C:18]([C:21]([F:22])([F:24])[F:23])=[CH:19][CH:20]=3)[C:2]=2[C:31]2[CH:30]=[CH:29][N:28]=[C:27]([S:26][CH3:25])[N:32]=2)[CH:10]=1. (5) Given the reactants C(=O)([O-])[O-].[Na+].[Na+].[C:7](B(O)O)([CH3:9])=[CH2:8].Cl[C:14]1[N:19]=[C:18]([N:20]2[CH2:25][CH2:24][CH:23]([CH2:26][NH:27][C:28](=[O:49])[C:29]3[CH:34]=[CH:33][C:32]([C:35]4[O:36][C:37]5[C:43]([CH:44]([CH3:46])[CH3:45])=[CH:42][C:41]([C:47]#[N:48])=[CH:40][C:38]=5[N:39]=4)=[CH:31][CH:30]=3)[CH2:22][CH2:21]2)[CH:17]=[CH:16][N:15]=1.O, predict the reaction product. The product is: [C:47]([C:41]1[CH:42]=[C:43]([CH:44]([CH3:46])[CH3:45])[C:37]2[O:36][C:35]([C:32]3[CH:33]=[CH:34][C:29]([C:28]([NH:27][CH2:26][CH:23]4[CH2:24][CH2:25][N:20]([C:18]5[CH:17]=[CH:16][N:15]=[C:14]([C:7]([CH3:9])=[CH2:8])[N:19]=5)[CH2:21][CH2:22]4)=[O:49])=[CH:30][CH:31]=3)=[N:39][C:38]=2[CH:40]=1)#[N:48]. (6) Given the reactants [F:1][C:2]1[CH:7]=[CH:6][C:5]([C@H:8]([CH2:19][CH:20]=O)[CH2:9][N:10]([CH3:18])[C:11](=[O:17])[O:12][C:13]([CH3:16])([CH3:15])[CH3:14])=[CH:4][CH:3]=1.[NH:22]1[CH2:25][CH:24]([N:26]2[CH2:31][CH2:30][O:29][CH2:28][CH2:27]2)[CH2:23]1.CCN(C(C)C)C(C)C.C(O[BH-](OC(=O)C)OC(=O)C)(=O)C.[Na+], predict the reaction product. The product is: [F:1][C:2]1[CH:3]=[CH:4][C:5]([C@H:8]([CH2:19][CH2:20][N:22]2[CH2:25][CH:24]([N:26]3[CH2:31][CH2:30][O:29][CH2:28][CH2:27]3)[CH2:23]2)[CH2:9][N:10]([CH3:18])[C:11](=[O:17])[O:12][C:13]([CH3:14])([CH3:15])[CH3:16])=[CH:6][CH:7]=1. (7) Given the reactants [Br:1][CH2:2][Br:3].[CH3:4][N:5]1[CH2:9][CH2:8][CH2:7][CH2:6]1, predict the reaction product. The product is: [Br-:1].[Br:3][CH2:2][N+:5]1([CH3:4])[CH2:9][CH2:8][CH2:7][CH2:6]1. (8) Given the reactants [N:1]([CH2:4][C:5]1[C:10]([F:11])=[C:9]([O:12][CH3:13])[CH:8]=[CH:7][C:6]=1[N:14]1[CH:18]=[N:17][N:16]=[N:15]1)=[N+]=[N-], predict the reaction product. The product is: [F:11][C:10]1[C:9]([O:12][CH3:13])=[CH:8][CH:7]=[C:6]([N:14]2[CH:18]=[N:17][N:16]=[N:15]2)[C:5]=1[CH2:4][NH2:1]. (9) Given the reactants [CH3:1][C:2]1[CH:7]=[CH:6][C:5]([S:8]([N:11]2[C:15]3[N:16]=[C:17]([NH:26][C:27]4[CH:39]=[CH:38][C:30]([C:31]([O:33]C(C)(C)C)=[O:32])=[CH:29][CH:28]=4)[N:18]=[C:19]([NH:20][CH2:21][C:22]([F:25])([F:24])[F:23])[C:14]=3[CH:13]=[CH:12]2)(=[O:10])=[O:9])=[CH:4][CH:3]=1.C(O)(C(F)(F)F)=O, predict the reaction product. The product is: [CH3:1][C:2]1[CH:3]=[CH:4][C:5]([S:8]([N:11]2[C:15]3[N:16]=[C:17]([NH:26][C:27]4[CH:28]=[CH:29][C:30]([C:31]([OH:33])=[O:32])=[CH:38][CH:39]=4)[N:18]=[C:19]([NH:20][CH2:21][C:22]([F:24])([F:25])[F:23])[C:14]=3[CH:13]=[CH:12]2)(=[O:9])=[O:10])=[CH:6][CH:7]=1.